Dataset: Forward reaction prediction with 1.9M reactions from USPTO patents (1976-2016). Task: Predict the product of the given reaction. (1) Given the reactants [CH:1]1([N:4]2[C:13](=[O:14])[C:12]3[C:7](=[CH:8][CH:9]=[C:10]([N+:15]([O-])=O)[CH:11]=3)[N:6]([CH2:18][CH3:19])[C:5]2=[O:20])[CH2:3][CH2:2]1.[H][H], predict the reaction product. The product is: [NH2:15][C:10]1[CH:11]=[C:12]2[C:7](=[CH:8][CH:9]=1)[N:6]([CH2:18][CH3:19])[C:5](=[O:20])[N:4]([CH:1]1[CH2:2][CH2:3]1)[C:13]2=[O:14]. (2) Given the reactants C(=O)([O-])[O-].[Cs+].[Cs+].[Cl:7][C:8]1[CH:16]=[CH:15][C:11]([C:12]([OH:14])=[O:13])=[C:10]([CH3:17])[C:9]=1[SH:18].I[CH2:20][CH3:21].Cl, predict the reaction product. The product is: [Cl:7][C:8]1[CH:16]=[CH:15][C:11]([C:12]([OH:14])=[O:13])=[C:10]([CH3:17])[C:9]=1[S:18][CH2:20][CH3:21]. (3) Given the reactants [CH:1]([C:4]1[CH:9]=[CH:8][C:7]([NH:10][C:11]([C:13]2[CH:18]=[C:17]([C:19]3[CH:24]=[C:23]([NH:25]C(=O)OCC4C=CC=CC=4)[C:22](=[O:36])[NH:21][CH:20]=3)[CH:16]=[CH:15][N:14]=2)=[O:12])=[CH:6][C:5]=1[CH3:37])([CH3:3])[CH3:2], predict the reaction product. The product is: [NH2:25][C:23]1[C:22](=[O:36])[NH:21][CH:20]=[C:19]([C:17]2[CH:16]=[CH:15][N:14]=[C:13]([C:11]([NH:10][C:7]3[CH:8]=[CH:9][C:4]([CH:1]([CH3:2])[CH3:3])=[C:5]([CH3:37])[CH:6]=3)=[O:12])[CH:18]=2)[CH:24]=1. (4) Given the reactants [CH3:1][C:2]1([CH3:12])[C@@H:4]([CH2:5][C:6](=[O:8])[CH3:7])[C@H:3]1[CH2:9][CH:10]=[O:11], predict the reaction product. The product is: [OH:11][CH2:10][CH2:9][C@@H:3]1[C@H:4]([CH2:5][C:6](=[O:8])[CH3:7])[C:2]1([CH3:12])[CH3:1].